This data is from Forward reaction prediction with 1.9M reactions from USPTO patents (1976-2016). The task is: Predict the product of the given reaction. (1) Given the reactants [CH3:1][C:2]1([CH3:38])[C:10]2[C:5](=[CH:6][C:7]([NH:11][C:12]3[C:21]4[C:16](=[C:17]([C:23]5[CH:24]=[C:25]6[C:30](=[CH:31][CH:32]=5)[N:29]=[C:28]([NH:33][CH3:34])[N:27]=[CH:26]6)[C:18]([CH3:22])=[CH:19][CH:20]=4)[CH:15]=[CH:14][N:13]=3)=[CH:8][CH:9]=2)[N:4](C(=O)C)[CH2:3]1.Cl, predict the reaction product. The product is: [CH3:1][C:2]1([CH3:38])[C:10]2[C:5](=[CH:6][C:7]([NH:11][C:12]3[C:21]4[C:16](=[C:17]([C:23]5[CH:24]=[C:25]6[C:30](=[CH:31][CH:32]=5)[N:29]=[C:28]([NH:33][CH3:34])[N:27]=[CH:26]6)[C:18]([CH3:22])=[CH:19][CH:20]=4)[CH:15]=[CH:14][N:13]=3)=[CH:8][CH:9]=2)[NH:4][CH2:3]1. (2) Given the reactants OS(O)(=O)=O.[F:6][C:7]1[CH:8]=[CH:9][C:10]([SH:15])=[C:11]([CH:14]=1)[C:12]#[N:13].C([O-])(O)=[O:17].[Na+], predict the reaction product. The product is: [F:6][C:7]1[CH:8]=[CH:9][C:10]2[S:15][NH:13][C:12](=[O:17])[C:11]=2[CH:14]=1. (3) Given the reactants C[O:2][C:3]1[CH:8]=[CH:7][C:6]([CH2:9][CH2:10]CC(O)=O)=[CH:5][C:4]=1C.[C:16](Cl)(=[O:20])[C:17](Cl)=O.[Cl-].[Al+3].[Cl-].[Cl-], predict the reaction product. The product is: [CH3:10][C:9]1[CH:17]=[C:16]2[C:4]([C:3](=[O:2])[CH2:8][CH2:7][O:20]2)=[CH:5][CH:6]=1. (4) Given the reactants [F:1][C:2]1[CH:3]=[C:4]([C:28]2[C:29](=[O:42])[N:30]([CH3:41])[C:31]([NH:34][C:35]3[CH:40]=[CH:39][CH:38]=[CH:37][CH:36]=3)=[N:32][CH:33]=2)[CH:5]=[CH:6][C:7]=1[O:8][C:9]1[CH:14]=[CH:13][N:12]=[C:11]2[N:15]([CH2:19][C:20]3[CH:25]=[CH:24][C:23]([O:26][CH3:27])=[CH:22][CH:21]=3)[N:16]=[C:17](I)[C:10]=12.[N:43]1([C:49]([C:51]2[CH:56]=[CH:55][C:54](B(O)O)=[CH:53][CH:52]=2)=[O:50])[CH2:48][CH2:47][O:46][CH2:45][CH2:44]1.[Cl-].[Li+], predict the reaction product. The product is: [F:1][C:2]1[CH:3]=[C:4]([C:28]2[C:29](=[O:42])[N:30]([CH3:41])[C:31]([NH:34][C:35]3[CH:40]=[CH:39][CH:38]=[CH:37][CH:36]=3)=[N:32][CH:33]=2)[CH:5]=[CH:6][C:7]=1[O:8][C:9]1[CH:14]=[CH:13][N:12]=[C:11]2[N:15]([CH2:19][C:20]3[CH:25]=[CH:24][C:23]([O:26][CH3:27])=[CH:22][CH:21]=3)[N:16]=[C:17]([C:54]3[CH:53]=[CH:52][C:51]([C:49]([N:43]4[CH2:48][CH2:47][O:46][CH2:45][CH2:44]4)=[O:50])=[CH:56][CH:55]=3)[C:10]=12. (5) The product is: [OH:2][C:3]1[CH:8]=[C:7]([CH2:9][NH:10][CH2:11][CH2:12][N:13]2[C:22]3[C:17]([C:18](=[O:24])[NH:19][C:20](=[O:23])[N:21]=3)=[N:16][C:15]3[CH:25]=[C:26]([CH3:30])[C:27]([CH3:29])=[CH:28][C:14]2=3)[CH:6]=[CH:5][N:4]=1. Given the reactants C[O:2][C:3]1[CH:8]=[C:7]([CH2:9][NH:10][CH2:11][CH2:12][N:13]2[C:22]3[C:17]([C:18](=[O:24])[NH:19][C:20](=[O:23])[N:21]=3)=[N:16][C:15]3[CH:25]=[C:26]([CH3:30])[C:27]([CH3:29])=[CH:28][C:14]2=3)[CH:6]=[CH:5][N:4]=1.[Na+].[I-], predict the reaction product.